This data is from Reaction yield outcomes from USPTO patents with 853,638 reactions. The task is: Predict the reaction yield, written as a fraction of the theoretical maximum amount of product (1.0 means a 100% yield; for example, 0.34 means a 34% yield). (1) The reactants are [Cl:1][C:2]1[C:3]([O:12][C:13]2[CH:18]=[C:17]([O:19][CH2:20][CH2:21][O:22][CH3:23])[CH:16]=[CH:15][C:14]=2[CH2:24][CH2:25][CH2:26][NH2:27])=[N:4][CH:5]=[C:6]([C:8]([F:11])([F:10])[F:9])[CH:7]=1.N1C=CC=CC=1.[C:34]1([S:40](Cl)(=[O:42])=[O:41])[CH:39]=[CH:38][CH:37]=[CH:36][CH:35]=1.[Cl-].[NH4+]. The catalyst is C(OCC)(=O)C. The product is [Cl:1][C:2]1[C:3]([O:12][C:13]2[CH:18]=[C:17]([O:19][CH2:20][CH2:21][O:22][CH3:23])[CH:16]=[CH:15][C:14]=2[CH2:24][CH2:25][CH2:26][NH:27][S:40]([C:34]2[CH:39]=[CH:38][CH:37]=[CH:36][CH:35]=2)(=[O:42])=[O:41])=[N:4][CH:5]=[C:6]([C:8]([F:9])([F:11])[F:10])[CH:7]=1. The yield is 0.340. (2) The reactants are [CH3:1][N:2]1[C:10]2[C:5](=[CH:6][CH:7]=[CH:8][CH:9]=2)[C:4]([C:11]([OH:13])=O)=[CH:3]1.[NH:14]1[CH2:19][CH2:18][CH2:17][C@@H:16]2[C:20]3[CH:21]=[CH:22][CH:23]=[CH:24][C:25]=3[CH2:26][C@H:15]12.F[P-](F)(F)(F)(F)F.N1(OC(N(C)C)=[N+](C)C)C2N=CC=CC=2N=N1. No catalyst specified. The product is [N:14]1([C:11]([C:4]2[C:5]3[C:10](=[CH:9][CH:8]=[CH:7][CH:6]=3)[N:2]([CH3:1])[CH:3]=2)=[O:13])[CH2:19][CH2:18][CH2:17][C@@H:16]2[C:20]3[CH:21]=[CH:22][CH:23]=[CH:24][C:25]=3[CH2:26][C@H:15]12. The yield is 0.260.